This data is from Forward reaction prediction with 1.9M reactions from USPTO patents (1976-2016). The task is: Predict the product of the given reaction. (1) Given the reactants [NH2:1][C:2]1[CH:19]=[CH:18][CH:17]=[CH:16][C:3]=1[O:4][C:5]1[CH:6]=[C:7]2[C:11](=[CH:12][CH:13]=1)[C:10](=[O:14])[NH:9][C:8]2=[O:15].[OH-].[NH4+:21], predict the reaction product. The product is: [NH2:1][C:2]1[CH:19]=[CH:18][CH:17]=[CH:16][C:3]=1[O:4][C:5]1[CH:6]=[C:7]([C:8]([NH2:21])=[O:15])[C:11](=[CH:12][CH:13]=1)[C:10]([NH2:9])=[O:14]. (2) The product is: [F:26][C:23]1[CH:22]=[CH:21][C:20]([O:19][CH2:18][C@@H:15]2[CH2:14][N:11]3[CH2:12][CH2:13][NH:8][CH2:9][C@H:10]3[CH2:17][CH2:16]2)=[CH:25][CH:24]=1. Given the reactants C([N:8]1[CH2:13][CH2:12][N:11]2[CH2:14][C@@H:15]([CH2:18][O:19][C:20]3[CH:25]=[CH:24][C:23]([F:26])=[CH:22][CH:21]=3)[CH2:16][CH2:17][C@@H:10]2[CH2:9]1)(OC(C)(C)C)=O.Cl, predict the reaction product. (3) Given the reactants [NH2:1][C:2]1[CH:10]=[C:9]([O:11][CH3:12])[C:8]([O:13][CH3:14])=[CH:7][C:3]=1[C:4]([OH:6])=O.N1[CH:19]=[CH:18]N=C1.C(Cl)(=O)C.Cl.[NH2:25][CH:26]1[CH2:31][CH2:30][C:29](=[O:32])[NH:28][C:27]1=[O:33].P(OC1C=CC=CC=1)(OC1C=CC=CC=1)OC1C=CC=CC=1, predict the reaction product. The product is: [CH3:14][O:13][C:8]1[CH:7]=[C:3]2[C:2](=[CH:10][C:9]=1[O:11][CH3:12])[N:1]=[C:18]([CH3:19])[N:25]([CH:26]1[CH2:31][CH2:30][C:29](=[O:32])[NH:28][C:27]1=[O:33])[C:4]2=[O:6]. (4) Given the reactants CO[C:3]1[CH:12]=[CH:11][C:6]2[N:7]=[C:8](N)[S:9][C:5]=2[CH:4]=1.[N+:13]([C:16]1[CH:21]=[C:20]([N+:22]([O-:24])=[O:23])[CH:19]=[CH:18]C=1Cl)([O-:15])=[O:14].[C:26](O)(=[O:28])C, predict the reaction product. The product is: [N+:13]([C:16]1[CH:21]=[C:20]([N+:22]([O-:24])=[O:23])[CH:19]=[CH:18][C:8]=1[S:9][C:5]1[CH:4]=[CH:3][C:12]([O:28][CH3:26])=[CH:11][C:6]=1[NH2:7])([O-:15])=[O:14]. (5) Given the reactants [OH:1][C:2]1[C:12]2=[C:13]3[C:5]([CH:6]=[CH:7][CH:8]=[C:9]3[CH2:10][C:11]2=[O:14])=[CH:4][CH:3]=1.[C:15](=O)([O-])[O-].[K+].[K+].CI, predict the reaction product. The product is: [CH3:15][O:1][C:2]1[C:12]2=[C:13]3[C:5]([CH:6]=[CH:7][CH:8]=[C:9]3[CH2:10][C:11]2=[O:14])=[CH:4][CH:3]=1. (6) Given the reactants [CH3:1][CH2:2][O:3][C:4]([C:6]1[CH:11]=[CH:10][C:9]([N:12](CCO)CCO)=[CH:8][CH:7]=1)=[O:5].C1(C2C3NC(S(O)(=O)=O)=NC=3C=CC=2)C=CC=CC=1.CC1CC(C)(C)C[CH:41]([O:47]C(C2C(O)=CC=CC=2)=O)C1.C(O)(=O)/C=C/C1C=CC(O)=C([O:63]C)C=1.C(O)(=O)C1C(=CC=CC=1)O.COC1C=CC(/C=C/C(O)=O)=CC=1.C(NCCO)CO.C(=C1C2C(C)(C)C(CS(O)(=O)=O)(CC2)C1=O)C1C=CC=CC=1.C12(C)C(C)(C)C(CC1)CC2=O.CCCCCCCCCCCCC[N+](CC1C=CC=CC=1)(C)C, predict the reaction product. The product is: [CH:7]1[C:6]([C:4]([O:3][CH2:2][CH:1]([OH:63])[CH2:41][OH:47])=[O:5])=[CH:11][CH:10]=[C:9]([NH2:12])[CH:8]=1. (7) Given the reactants [CH3:1][C:2]1[CH:3]=[C:4]([CH:7]=[C:8]([CH3:24])[C:9]=1[CH2:10][C:11]1[CH:16]=[CH:15][C:14]([O:17]COC)=[C:13]([CH:21]([CH3:23])[CH3:22])[CH:12]=1)[CH2:5]Br.[O-:25][S:26]([O-:28])=[O:27].[Na+].[Na+], predict the reaction product. The product is: [CH3:1][C:2]1[CH:3]=[C:4]([CH2:5][S:26]([OH:28])(=[O:27])=[O:25])[CH:7]=[C:8]([CH3:24])[C:9]=1[CH2:10][C:11]1[CH:16]=[CH:15][C:14]([OH:17])=[C:13]([CH:21]([CH3:23])[CH3:22])[CH:12]=1. (8) Given the reactants [N:1]1[NH:2][C:3]2[CH:4]=[CH:5][C:6]([CH2:18][OH:19])=[C:7]3[CH2:13][CH2:12][C:11]4[CH:14]=[CH:15][CH:16]=[CH:17][C:10]=4[C:9]=1[C:8]=23, predict the reaction product. The product is: [N:1]1[NH:2][C:3]2[CH:4]=[CH:5][C:6]([CH:18]=[O:19])=[C:7]3[CH2:13][CH2:12][C:11]4[CH:14]=[CH:15][CH:16]=[CH:17][C:10]=4[C:9]=1[C:8]=23.